Dataset: NCI-60 drug combinations with 297,098 pairs across 59 cell lines. Task: Regression. Given two drug SMILES strings and cell line genomic features, predict the synergy score measuring deviation from expected non-interaction effect. (1) Drug 1: CCC1(CC2CC(C3=C(CCN(C2)C1)C4=CC=CC=C4N3)(C5=C(C=C6C(=C5)C78CCN9C7C(C=CC9)(C(C(C8N6C=O)(C(=O)OC)O)OC(=O)C)CC)OC)C(=O)OC)O.OS(=O)(=O)O. Drug 2: CC1=C2C(C(=O)C3(C(CC4C(C3C(C(C2(C)C)(CC1OC(=O)C(C(C5=CC=CC=C5)NC(=O)OC(C)(C)C)O)O)OC(=O)C6=CC=CC=C6)(CO4)OC(=O)C)O)C)O. Cell line: A549. Synergy scores: CSS=1.52, Synergy_ZIP=-0.232, Synergy_Bliss=4.75, Synergy_Loewe=1.22, Synergy_HSA=2.92. (2) Drug 1: C1=NNC2=C1C(=O)NC=N2. Drug 2: COC1=C2C(=CC3=C1OC=C3)C=CC(=O)O2. Cell line: SR. Synergy scores: CSS=-0.761, Synergy_ZIP=-4.83, Synergy_Bliss=-9.15, Synergy_Loewe=-6.61, Synergy_HSA=-6.54. (3) Drug 1: CC1=C(C(=CC=C1)Cl)NC(=O)C2=CN=C(S2)NC3=CC(=NC(=N3)C)N4CCN(CC4)CCO. Drug 2: CN(CCCl)CCCl.Cl. Cell line: MALME-3M. Synergy scores: CSS=7.82, Synergy_ZIP=-3.28, Synergy_Bliss=-1.64, Synergy_Loewe=-1.23, Synergy_HSA=-0.711. (4) Drug 1: COC1=CC(=CC(=C1O)OC)C2C3C(COC3=O)C(C4=CC5=C(C=C24)OCO5)OC6C(C(C7C(O6)COC(O7)C8=CC=CS8)O)O. Drug 2: CC1=C2C(C(=O)C3(C(CC4C(C3C(C(C2(C)C)(CC1OC(=O)C(C(C5=CC=CC=C5)NC(=O)OC(C)(C)C)O)O)OC(=O)C6=CC=CC=C6)(CO4)OC(=O)C)O)C)O. Cell line: IGROV1. Synergy scores: CSS=33.1, Synergy_ZIP=-12.8, Synergy_Bliss=-5.66, Synergy_Loewe=-1.56, Synergy_HSA=-0.898. (5) Drug 1: C1=CC=C(C=C1)NC(=O)CCCCCCC(=O)NO. Drug 2: C1CN1C2=NC(=NC(=N2)N3CC3)N4CC4. Cell line: HT29. Synergy scores: CSS=25.8, Synergy_ZIP=-8.78, Synergy_Bliss=1.32, Synergy_Loewe=-3.69, Synergy_HSA=1.85.